From a dataset of Reaction yield outcomes from USPTO patents with 853,638 reactions. Predict the reaction yield, written as a fraction of the theoretical maximum amount of product (1.0 means a 100% yield; for example, 0.34 means a 34% yield). (1) The catalyst is O1CCOCC1. The reactants are [Cl:1][C:2]1[CH:7]=[CH:6][C:5]([S:8]([CH:11]2[CH2:16][CH2:15][NH:14][CH2:13][CH2:12]2)(=[O:10])=[O:9])=[CH:4][CH:3]=1.Cl[C:18]1[CH:23]=[C:22]([C:24]([F:27])([F:26])[F:25])[CH:21]=[CH:20][N:19]=1.CCN(C(C)C)C(C)C. The product is [Cl:1][C:2]1[CH:3]=[CH:4][C:5]([S:8]([CH:11]2[CH2:16][CH2:15][N:14]([C:18]3[CH:23]=[C:22]([C:24]([F:27])([F:26])[F:25])[CH:21]=[CH:20][N:19]=3)[CH2:13][CH2:12]2)(=[O:9])=[O:10])=[CH:6][CH:7]=1. The yield is 0.320. (2) The reactants are [H-].[Na+].[Br:3][C:4]1[CH:12]=[C:11]2[C:7]([C:8]3[CH2:16][CH2:15][N:14]([C:17]([O:19][C:20]([CH3:23])([CH3:22])[CH3:21])=[O:18])[CH2:13][C:9]=3[NH:10]2)=[CH:6][C:5]=1[F:24].[CH3:25]I. The catalyst is CN(C=O)C. The product is [Br:3][C:4]1[CH:12]=[C:11]2[C:7]([C:8]3[CH2:16][CH2:15][N:14]([C:17]([O:19][C:20]([CH3:21])([CH3:23])[CH3:22])=[O:18])[CH2:13][C:9]=3[N:10]2[CH3:25])=[CH:6][C:5]=1[F:24]. The yield is 0.910. (3) The reactants are Br.[NH2:2][C:3]1[C:4]([OH:17])=[C:5]([C:9]2[O:13][C:12]([C:14]([OH:16])=[O:15])=[CH:11][CH:10]=2)[CH:6]=[CH:7][CH:8]=1.[N:18]([O-])=O.[Na+].[CH3:22][C:23]1[CH2:24][C:25](=[O:41])[N:26]([C:28]2[CH:29]=[C:30]3[C:34](=[CH:35][CH:36]=2)[C:33]([CH3:38])([CH3:37])[CH2:32][C:31]3([CH3:40])[CH3:39])[N:27]=1.C(=O)(O)[O-].[Na+]. The catalyst is Cl. The product is [OH:17][C:4]1[C:3]([NH:2][N:18]=[C:24]2[C:25](=[O:41])[N:26]([C:28]3[CH:29]=[C:30]4[C:34](=[CH:35][CH:36]=3)[C:33]([CH3:38])([CH3:37])[CH2:32][C:31]4([CH3:40])[CH3:39])[N:27]=[C:23]2[CH3:22])=[CH:8][CH:7]=[CH:6][C:5]=1[C:9]1[O:13][C:12]([C:14]([OH:16])=[O:15])=[CH:11][CH:10]=1. The yield is 0.119. (4) The reactants are [S:1]1[C:5]2[CH:6]=[CH:7][CH:8]=[CH:9][C:4]=2[N:3]=[C:2]1[S:10][CH2:11][C:12]([N:14]1[C:23]2[C:18](=[CH:19][CH:20]=[CH:21][CH:22]=2)[NH:17][CH2:16][CH2:15]1)=[O:13].[CH3:24][C:25](OC(C)=O)=[O:26].CCN(CC)CC. The catalyst is C(Cl)Cl.CN(C1C=CN=CC=1)C. The product is [C:25]([N:17]1[C:18]2[C:23](=[CH:22][CH:21]=[CH:20][CH:19]=2)[N:14]([C:12](=[O:13])[CH2:11][S:10][C:2]2[S:1][C:5]3[CH:6]=[CH:7][CH:8]=[CH:9][C:4]=3[N:3]=2)[CH2:15][CH2:16]1)(=[O:26])[CH3:24]. The yield is 0.520.